This data is from Reaction yield outcomes from USPTO patents with 853,638 reactions. The task is: Predict the reaction yield, written as a fraction of the theoretical maximum amount of product (1.0 means a 100% yield; for example, 0.34 means a 34% yield). (1) The reactants are Br[C:2]1[CH:7]=[CH:6][C:5]([N:8]2[CH2:13][CH2:12][N:11]([C:14]3[N:15]=[C:16]([CH2:23][CH2:24][CH2:25][NH2:26])[C:17]4[S:22][CH2:21][CH2:20][C:18]=4[N:19]=3)[CH2:10][CH2:9]2)=[CH:4][CH:3]=1.[I-:27].[Na+].CN(C)[C@@H]1CCCC[C@H]1N. The catalyst is O1CCOCC1.[Cu](I)I. The product is [I:27][C:2]1[CH:7]=[CH:6][C:5]([N:8]2[CH2:13][CH2:12][N:11]([C:14]3[N:15]=[C:16]([CH2:23][CH2:24][CH2:25][NH2:26])[C:17]4[S:22][CH2:21][CH2:20][C:18]=4[N:19]=3)[CH2:10][CH2:9]2)=[CH:4][CH:3]=1. The yield is 0.810. (2) The reactants are [NH:1]1[C:5]2[CH:6]=[CH:7][CH:8]=[CH:9][C:4]=2[N:3]=[C:2]1[CH2:10][N:11]1[C:16](=[O:17])[C:15]([CH2:18][C:19]2[CH:24]=[CH:23][C:22]([C:25]3[C:26]([C:31]#[N:32])=[CH:27][CH:28]=[CH:29][CH:30]=3)=[CH:21][CH:20]=2)=[C:14]([CH2:33][CH2:34][CH2:35][CH3:36])[N:13]=[C:12]1[CH3:37].IC.[C:40](=O)([O-])[O-].[K+].[K+].CN(C)C=O. The catalyst is C(OCC)(=O)C. The product is [CH2:33]([C:14]1[N:13]=[C:12]([CH3:37])[N:11]([CH2:10][C:2]2[N:3]([CH3:40])[C:4]3[CH:9]=[CH:8][CH:7]=[CH:6][C:5]=3[N:1]=2)[C:16](=[O:17])[C:15]=1[CH2:18][C:19]1[CH:24]=[CH:23][C:22]([C:25]2[C:26]([C:31]#[N:32])=[CH:27][CH:28]=[CH:29][CH:30]=2)=[CH:21][CH:20]=1)[CH2:34][CH2:35][CH3:36]. The yield is 1.00. (3) The reactants are [Cl:1][C:2]1[CH:3]=[C:4]([C:9]2([C:25]([F:28])([F:27])[F:26])[O:13][N:12]=[C:11]([C:14]3[CH:19]=[CH:18][C:17]([C:20]4([F:24])[CH2:23][NH:22][CH2:21]4)=[CH:16][CH:15]=3)[CH2:10]2)[CH:5]=[C:6]([Cl:8])[CH:7]=1.C(N(CC)CC)C.[CH:36]1([C:39](Cl)=[O:40])[CH2:38][CH2:37]1.O. The catalyst is C(Cl)Cl. The product is [CH:36]1([C:39]([N:22]2[CH2:23][C:20]([C:17]3[CH:18]=[CH:19][C:14]([C:11]4[CH2:10][C:9]([C:4]5[CH:5]=[C:6]([Cl:8])[CH:7]=[C:2]([Cl:1])[CH:3]=5)([C:25]([F:27])([F:26])[F:28])[O:13][N:12]=4)=[CH:15][CH:16]=3)([F:24])[CH2:21]2)=[O:40])[CH2:38][CH2:37]1. The yield is 0.980. (4) The reactants are Br[C:2]1[C:7]([F:8])=[CH:6][C:5]([NH:9][C:10]2[C:14]3[CH:15]=[N:16][CH:17]=[CH:18][C:13]=3[O:12][C:11]=2[C:19]([N:21]2[CH2:25][CH2:24][C@@H:23]([OH:26])[CH2:22]2)=[O:20])=[C:4]([F:27])[CH:3]=1.C([N:35]1[CH:39]=[C:38](B2OC(C)(C)C(C)(C)O2)[CH:37]=[N:36]1)(OC(C)(C)C)=O.C([O-])([O-])=O.[Na+].[Na+].O. The catalyst is C(COC)OC.C(O)C.C1C=CC([P]([Pd]([P](C2C=CC=CC=2)(C2C=CC=CC=2)C2C=CC=CC=2)([P](C2C=CC=CC=2)(C2C=CC=CC=2)C2C=CC=CC=2)[P](C2C=CC=CC=2)(C2C=CC=CC=2)C2C=CC=CC=2)(C2C=CC=CC=2)C2C=CC=CC=2)=CC=1. The product is [F:27][C:4]1[CH:3]=[C:2]([C:38]2[CH:39]=[N:35][NH:36][CH:37]=2)[C:7]([F:8])=[CH:6][C:5]=1[NH:9][C:10]1[C:14]2[CH:15]=[N:16][CH:17]=[CH:18][C:13]=2[O:12][C:11]=1[C:19]([N:21]1[CH2:25][CH2:24][C@@H:23]([OH:26])[CH2:22]1)=[O:20]. The yield is 0.800.